From a dataset of Experimentally validated miRNA-target interactions with 360,000+ pairs, plus equal number of negative samples. Binary Classification. Given a miRNA mature sequence and a target amino acid sequence, predict their likelihood of interaction. (1) The miRNA is hsa-miR-20a-5p with sequence UAAAGUGCUUAUAGUGCAGGUAG. The protein sequence of the target gene is MVHFLHPGHTPRNIVPPDAQKDALGCCVVQEEASPYTLVNICLNVLIANLEKLCSERPDGTLCLPEHWSFPQEVAERFLRVMTWQGKLTDRTASIFRGNQMKLKLVNIQKAKISTAAFIKAFCRHKLIELNATAVHADLPVPDIISGLCSNRWIQQNLQCLLLDSTSIPQNSRLLFFSQLTGLRILSVFNVCFHTEDLANVSQLPRLESLDISNTLVTDISALLTCKDRLKSLTMHYLKCLAMTKSQILAVIRELKCLLHLDISDHRQLKSDLAFHLLQQKDILPNVVSLDISGGNCITD.... Result: 1 (interaction). (2) The miRNA is hsa-miR-5707 with sequence ACGUUUGAAUGCUGUACAAGGC. The protein sequence of the target gene is MMAYSDTTMMSDDIDWLRSHRGVCKVDLYNPEGQQDQDRKVICFVDVSTLNVEDKDYKDAASSSSEGNLNLGSLEEKEIIVIKDTEKKDQSKTEGSVCLFKQAPSDPVSVLNWLLSDLQKYALGFQHALSPSTSTCKHKVGDTEGEYHRASSENCYSVYADQVNIDYLMNRPQNLRLEMTAAKNTNNNQSPSAPPAKPPSTQRAVISPDGECSIDDLSFYVNRLSSLVIQMAHKEIKEKLEGKSKCLHHSICPSPGNKERISPRTPASKIASEMAYEAVELTAAEMRGTGEESREGGQKS.... Result: 0 (no interaction). (3) The miRNA is hsa-miR-3926 with sequence UGGCCAAAAAGCAGGCAGAGA. The protein sequence of the target gene is MAALVRPARFVVRPLLQVVQAWDLDARRWVRALRRSPVKVVFPSGEVVEQKRAPGKQPRKAPSEASAQEQREKQPLEESASRAPSTWEESGLRYDKAYPGDRRLSSVMTIVKSRPFREKQGKILLEGRRLISDALKAGAVPKMFFFSRLEYLKELPVDKLKGVSLIKVKFEDIKDWSDLVTPQGIMGIFAKPDHVKMTYPKTQLQHSLPLLLICDNLRDPGNLGTILRSAAGAGCSKVLLTKGCVDAWEPKVLRAGMGAHFRMPIINNLEWETVPNYLPPDTRVYVADNCGLYAQAEMSN.... Result: 1 (interaction).